From a dataset of Forward reaction prediction with 1.9M reactions from USPTO patents (1976-2016). Predict the product of the given reaction. The product is: [N+:28]([C:23]1[CH:22]=[C:21]([Cl:20])[CH:27]=[CH:26][C:24]=1[O:1][N:2]1[C:7]([CH3:8])([CH3:9])[CH2:6][CH:5]([OH:10])[CH2:4][C:3]1([CH3:12])[CH3:11])([O-:30])=[O:29]. Given the reactants [OH:1][N:2]1[C:7]([CH3:9])([CH3:8])[CH2:6][CH:5]([OH:10])[CH2:4][C:3]1([CH3:12])[CH3:11].N(OC(C)(C)C)=O.[Cl:20][C:21]1[CH:27]=[CH:26][C:24](N)=[C:23]([N+:28]([O-:30])=[O:29])[CH:22]=1, predict the reaction product.